Predict the reactants needed to synthesize the given product. From a dataset of Full USPTO retrosynthesis dataset with 1.9M reactions from patents (1976-2016). (1) Given the product [F:22][CH:2]([F:1])[C:3]1[N:8]=[C:7]([NH:9][C:40](=[O:41])[O:42][C:43]2[CH:48]=[CH:47][CH:46]=[CH:45][CH:44]=2)[CH:6]=[CH:5][C:4]=1[F:21], predict the reactants needed to synthesize it. The reactants are: [F:1][CH:2]([F:22])[C:3]1[N:8]=[C:7]([NH:9]CC2C=CC(OC)=C(OC)C=2)[CH:6]=[CH:5][C:4]=1[F:21].FC(F)(F)C(O)=O.CCN(C(C)C)C(C)C.Cl[C:40]([O:42][C:43]1[CH:48]=[CH:47][CH:46]=[CH:45][CH:44]=1)=[O:41]. (2) Given the product [CH3:1][S:2]([C:5]1[C:6]([O:16][C:17]2[CH:22]=[CH:21][C:20]([S:23]([CH3:33])(=[O:24])=[O:25])=[C:19]([S:27]([F:30])([F:31])([F:29])([F:32])[F:28])[CH:18]=2)=[CH:7][C:8]([CH3:15])=[C:9]([CH:14]=1)[C:10]([O:12][CH3:13])=[O:11])(=[O:3])=[O:4].[CH3:1][S:2]([C:5]1[C:6]([O:16][C:17]2[CH:22]=[CH:21][C:20]([S:23]([O:25][CH3:26])=[O:24])=[C:19]([S:27]([F:29])([F:32])([F:31])([F:30])[F:28])[CH:18]=2)=[CH:7][C:8]([CH3:15])=[C:9]([CH:14]=1)[C:10]([O:12][CH3:13])=[O:11])(=[O:3])=[O:4], predict the reactants needed to synthesize it. The reactants are: [CH3:1][S:2]([C:5]1[C:6]([O:16][C:17]2[CH:22]=[CH:21][C:20]([S:23]([O:25][CH3:26])=[O:24])=[C:19]([S:27]([F:32])([F:31])([F:30])([F:29])[F:28])[CH:18]=2)=[CH:7][C:8]([CH3:15])=[C:9]([CH:14]=1)[C:10]([O:12][CH3:13])=[O:11])(=[O:4])=[O:3].[CH3:33]S(C1C=C(C(OC)=O)C(C)=CC=1OC1C=CC(S([O-])=O)=C(S(F)(F)(F)(F)F)C=1)(=O)=O.[Na+]. (3) Given the product [Cl:1][C:2]1[CH:3]=[CH:4][C:5]([C:8]2[N:13]=[C:12]([O:14][CH2:22][C:23]3[CH:32]=[CH:31][C:26]([C:27]([OH:29])=[O:28])=[CH:25][CH:24]=3)[CH:11]=[C:10]([C:15]3[CH:20]=[CH:19][CH:18]=[CH:17][CH:16]=3)[N:9]=2)=[CH:6][CH:7]=1, predict the reactants needed to synthesize it. The reactants are: [Cl:1][C:2]1[CH:7]=[CH:6][C:5]([C:8]2[N:13]=[C:12]([OH:14])[CH:11]=[C:10]([C:15]3[CH:20]=[CH:19][CH:18]=[CH:17][CH:16]=3)[N:9]=2)=[CH:4][CH:3]=1.Br[CH2:22][C:23]1[CH:32]=[CH:31][C:26]([C:27]([O:29]C)=[O:28])=[CH:25][CH:24]=1. (4) Given the product [OH:1][CH2:2][CH:3]1[N:8]([C:25](=[O:26])[NH:24][C:20]2[CH:21]=[CH:22][CH:23]=[C:18]([O:17][CH3:16])[CH:19]=2)[CH2:7][CH2:6][N:5]([C:9]([O:11][C:12]([CH3:15])([CH3:14])[CH3:13])=[O:10])[CH2:4]1, predict the reactants needed to synthesize it. The reactants are: [OH:1][CH2:2][CH:3]1[NH:8][CH2:7][CH2:6][N:5]([C:9]([O:11][C:12]([CH3:15])([CH3:14])[CH3:13])=[O:10])[CH2:4]1.[CH3:16][O:17][C:18]1[CH:19]=[C:20]([N:24]=[C:25]=[O:26])[CH:21]=[CH:22][CH:23]=1. (5) Given the product [CH3:1][O:2][C:3]([C:5]1[CH:14]=[C:13]([C:15]([O:17][CH3:18])=[O:16])[C:12]2[C:7](=[C:8]([O:28][CH3:29])[CH:9]=[C:10]3[CH:22]=[C:21]([C:23]([O:25][CH2:26][CH3:27])=[O:24])[NH:20][C:11]3=2)[N:6]=1)=[O:4], predict the reactants needed to synthesize it. The reactants are: [CH3:1][O:2][C:3]([CH:5]1[CH2:14][C:13](O)([C:15]([O:17][CH3:18])=[O:16])[C:12]2[C:7](=[C:8]([O:28][CH3:29])[CH:9]=[C:10]3[CH:22]=[C:21]([C:23]([O:25][CH2:26][CH3:27])=[O:24])[NH:20][C:11]3=2)[NH:6]1)=[O:4].Cl. (6) Given the product [F:1][C:2]1[CH:3]=[C:4]([CH:14]=[CH:15][C:16]=1[F:17])[O:5][C:6]1[CH:13]=[CH:12][C:9]([CH2:10][N:33]2[CH2:34][CH2:35][CH:30]([C:25]3[CH:24]=[C:23]([NH:22][C:20](=[O:21])[CH:19]([CH3:18])[CH3:36])[CH:28]=[CH:27][C:26]=3[CH3:29])[CH2:31][CH2:32]2)=[CH:8][CH:7]=1, predict the reactants needed to synthesize it. The reactants are: [F:1][C:2]1[CH:3]=[C:4]([CH:14]=[CH:15][C:16]=1[F:17])[O:5][C:6]1[CH:13]=[CH:12][C:9]([CH:10]=O)=[CH:8][CH:7]=1.[CH3:18][CH:19]([CH3:36])[C:20]([NH:22][C:23]1[CH:28]=[CH:27][C:26]([CH3:29])=[C:25]([CH:30]2[CH2:35][CH2:34][NH:33][CH2:32][CH2:31]2)[CH:24]=1)=[O:21].C(O[BH-](OC(=O)C)OC(=O)C)(=O)C.[Na+].CC(O)=O. (7) Given the product [C:10]([O:14][C:15]([NH:17][C@@H:18]([CH2:28][C:31]1[CH:36]=[N:35][C:34]([N:37]2[C:42](=[O:43])[C:41]3[CH:44]=[CH:45][N:46]=[CH:47][C:40]=3[N:39]([CH3:48])[C:38]2=[O:49])=[CH:33][CH:32]=1)[C:19]([O:21][CH:22]1[CH2:27][CH2:26][CH2:25][CH2:24][CH2:23]1)=[O:20])=[O:16])([CH3:13])([CH3:12])[CH3:11], predict the reactants needed to synthesize it. The reactants are: BrC(Br)C.C[Si](Cl)(C)C.[C:10]([O:14][C:15]([NH:17][C@@H:18]([CH2:28]I)[C:19]([O:21][CH:22]1[CH2:27][CH2:26][CH2:25][CH2:24][CH2:23]1)=[O:20])=[O:16])([CH3:13])([CH3:12])[CH3:11].Br[C:31]1[CH:32]=[CH:33][C:34]([N:37]2[C:42](=[O:43])[C:41]3[CH:44]=[CH:45][N:46]=[CH:47][C:40]=3[N:39]([CH3:48])[C:38]2=[O:49])=[N:35][CH:36]=1. (8) Given the product [CH3:33][O:32][C:25]1[CH:26]=[N:27][C:28]2[C:23]([CH:24]=1)=[C:22]([CH:21]([OH:34])[CH2:20][N:17]1[CH2:18][CH2:19][N:14]([CH:11]3[CH2:12][CH2:13][NH:8][CH2:9][CH2:10]3)[CH2:15][CH2:16]1)[CH:31]=[CH:30][CH:29]=2, predict the reactants needed to synthesize it. The reactants are: C(OC([N:8]1[CH2:13][CH2:12][CH:11]([N:14]2[CH2:19][CH2:18][N:17]([CH2:20][CH:21]([OH:34])[C:22]3[CH:31]=[CH:30][CH:29]=[C:28]4[C:23]=3[CH:24]=[C:25]([O:32][CH3:33])[CH:26]=[N:27]4)[CH2:16][CH2:15]2)[CH2:10][CH2:9]1)=O)(C)(C)C. (9) Given the product [CH2:10]([C:8]1[CH:7]=[C:6]([O:27][CH2:24][C:4]2[CH:9]=[CH:8][CH:7]=[CH:6][CH:5]=2)[C:5]([O:14][CH2:16][C:17]2[CH:22]=[CH:21][CH:20]=[CH:19][CH:18]=2)=[C:4]([CH:9]=1)[C:3]([OH:15])=[O:30])[CH:11]=[CH2:12], predict the reactants needed to synthesize it. The reactants are: CO[C:3](=[O:15])[C:4]1[CH:9]=[C:8]([CH2:10][CH:11]=[CH2:12])[CH:7]=[C:6](O)[C:5]=1[OH:14].[CH2:16](Br)[C:17]1[CH:22]=[CH:21][CH:20]=[CH:19][CH:18]=1.[C:24]([O-:27])([O-])=O.[K+].[K+].[OH2:30]. (10) Given the product [OH2:15].[Na+:2].[CH3:3][N:4]1[C:12]2[C:7](=[CH:8][C:9]([NH:13][C:14]([C:16]3[C:17]([C:22]4[CH:27]=[CH:26][C:25]([C:28]([F:30])([F:31])[F:29])=[CH:24][CH:23]=4)=[CH:18][CH:19]=[CH:20][CH:21]=3)=[O:15])=[CH:10][CH:11]=2)[CH:6]=[C:5]1[C:32]([O-:34])=[O:33].[OH2:38].[CH3:3][N:4]1[C:12]2[C:7](=[CH:8][C:9]([NH:13][C:14]([C:16]3[C:17]([C:22]4[CH:27]=[CH:26][C:25]([C:28]([F:30])([F:31])[F:29])=[CH:24][CH:23]=4)=[CH:18][CH:19]=[CH:20][CH:21]=3)=[O:15])=[CH:10][CH:11]=2)[CH:6]=[C:5]1[C:32]([OH:34])=[O:33], predict the reactants needed to synthesize it. The reactants are: O.[Na+:2].[CH3:3][N:4]1[C:12]2[C:7](=[CH:8][C:9]([NH:13][C:14]([C:16]3[C:17]([C:22]4[CH:27]=[CH:26][C:25]([C:28]([F:31])([F:30])[F:29])=[CH:24][CH:23]=4)=[CH:18][CH:19]=[CH:20][CH:21]=3)=[O:15])=[CH:10][CH:11]=2)[CH:6]=[C:5]1[C:32]([O-:34])=[O:33].Cl.C([OH:38])C.